From a dataset of Catalyst prediction with 721,799 reactions and 888 catalyst types from USPTO. Predict which catalyst facilitates the given reaction. (1) Reactant: [CH2:1]([O:3][C:4](=[O:32])[C:5]1[CH:10]=[CH:9][CH:8]=[C:7]([N:11]2[C:15]([CH3:16])=[CH:14][CH:13]=[C:12]2[C:17]2[CH:22]=[C:21](Br)[CH:20]=[CH:19][C:18]=2[O:24][CH2:25][C:26]2[CH:31]=[CH:30][CH:29]=[CH:28][CH:27]=2)[CH:6]=1)[CH3:2].[C:33]1(B(O)O)[CH:38]=[CH:37][CH:36]=[CH:35][CH:34]=1.C([O-])([O-])=O.[K+].[K+].CCO. Product: [CH2:1]([O:3][C:4](=[O:32])[C:5]1[CH:10]=[CH:9][CH:8]=[C:7]([N:11]2[C:15]([CH3:16])=[CH:14][CH:13]=[C:12]2[C:17]2[CH:22]=[C:21]([C:33]3[CH:38]=[CH:37][CH:36]=[CH:35][CH:34]=3)[CH:20]=[CH:19][C:18]=2[O:24][CH2:25][C:26]2[CH:31]=[CH:30][CH:29]=[CH:28][CH:27]=2)[CH:6]=1)[CH3:2]. The catalyst class is: 25. (2) Reactant: [OH:1][N:2]1[C:7]([CH3:9])([CH3:8])[CH2:6][CH:5]([O:10][CH2:11][C:12]2[CH:17]=[C:16]([O:18][CH3:19])[C:15]([O:20][CH3:21])=[C:14]([O:22][CH3:23])[CH:13]=2)[CH2:4][C:3]1([CH3:25])[CH3:24].[ClH:26]. Product: [ClH:26].[OH:1][N:2]1[C:3]([CH3:25])([CH3:24])[CH2:4][CH:5]([O:10][CH2:11][C:12]2[CH:13]=[C:14]([O:22][CH3:23])[C:15]([O:20][CH3:21])=[C:16]([O:18][CH3:19])[CH:17]=2)[CH2:6][C:7]1([CH3:9])[CH3:8]. The catalyst class is: 41. (3) Reactant: [N+:1]([C:4]1[N:5]=[C:6]2[N:31]([CH:32]=1)[CH2:30][C:8]1([CH2:13][CH2:12][N:11]([C:14](=[O:29])[CH2:15][N:16]3[CH2:21][CH2:20][N:19](C(OC(C)(C)C)=O)[CH2:18][CH2:17]3)[CH2:10][CH2:9]1)[O:7]2)([O-:3])=[O:2].FC(F)(F)C(O)=O.C(N(CC)CC)C.Cl[C:48]1[O:49][C:50]2[CH:56]=[CH:55][CH:54]=[CH:53][C:51]=2[N:52]=1. Product: [O:49]1[C:50]2[CH:56]=[CH:55][CH:54]=[CH:53][C:51]=2[N:52]=[C:48]1[N:19]1[CH2:20][CH2:21][N:16]([CH2:15][C:14]([N:11]2[CH2:12][CH2:13][C:8]3([O:7][C:6]4=[N:5][C:4]([N+:1]([O-:3])=[O:2])=[CH:32][N:31]4[CH2:30]3)[CH2:9][CH2:10]2)=[O:29])[CH2:17][CH2:18]1. The catalyst class is: 34. (4) Reactant: CC([O-])(C)C.[K+].Cl[CH2:8][C:9]([O:11][CH3:12])=[O:10].[CH3:13][O:14][C:15](=[O:25])[C:16]1[CH:21]=[CH:20][CH:19]=[C:18]([N+:22]([O-:24])=[O:23])[CH:17]=1.Cl. Product: [CH3:13][O:14][C:15](=[O:25])[C:16]1[CH:21]=[CH:20][C:19]([CH2:8][C:9]([O:11][CH3:12])=[O:10])=[C:18]([N+:22]([O-:24])=[O:23])[CH:17]=1. The catalyst class is: 9.